Predict which catalyst facilitates the given reaction. From a dataset of Catalyst prediction with 721,799 reactions and 888 catalyst types from USPTO. (1) Reactant: [C:1]([N:4]1[CH2:9][CH2:8][C:7](=[O:10])[CH2:6][CH2:5]1)(=[O:3])[CH3:2].[CH3:11]C([O-])(C)C.[K+].[Br:17][C:18]1[CH:23]=[CH:22][CH:21]=[C:20]([N:24]=[C:25]=[S:26])[CH:19]=1.CI. Product: [C:1]([N:4]1[CH2:9][CH2:8][C:7](=[O:10])/[C:6](=[C:25](/[NH:24][C:20]2[CH:21]=[CH:22][CH:23]=[C:18]([Br:17])[CH:19]=2)\[S:26][CH3:11])/[CH2:5]1)(=[O:3])[CH3:2]. The catalyst class is: 20. (2) Reactant: [CH2:1]([O:8][C:9](=[O:23])[C@@H:10]([NH:15][C:16]([O:18][C:19]([CH3:22])([CH3:21])[CH3:20])=[O:17])[CH2:11][C:12](=[S:14])[NH2:13])[C:2]1[CH:7]=[CH:6][CH:5]=[CH:4][CH:3]=1.[CH2:24](OC(OCC)([O-])CBr)[CH3:25]. Product: [CH2:1]([O:8][C:9](=[O:23])[C@@H:10]([NH:15][C:16]([O:18][C:19]([CH3:20])([CH3:22])[CH3:21])=[O:17])[CH2:11][C:12]1[S:14][CH:24]=[CH:25][N:13]=1)[C:2]1[CH:3]=[CH:4][CH:5]=[CH:6][CH:7]=1. The catalyst class is: 216.